Dataset: Reaction yield outcomes from USPTO patents with 853,638 reactions. Task: Predict the reaction yield, written as a fraction of the theoretical maximum amount of product (1.0 means a 100% yield; for example, 0.34 means a 34% yield). (1) The product is [CH3:18][C:19]1[CH:27]=[CH:26][CH:25]=[C:24]2[C:20]=1[C:21](=[CH:29][NH:17][C:14]1[CH:13]=[CH:12][C:11]([O:10][CH2:9][CH2:8][CH2:7][N:1]3[CH2:2][CH2:3][CH2:4][CH2:5][CH2:6]3)=[CH:16][CH:15]=1)[C:22](=[O:28])[NH:23]2. The yield is 0.490. The reactants are [N:1]1([CH2:7][CH2:8][CH2:9][O:10][C:11]2[CH:16]=[CH:15][C:14]([NH2:17])=[CH:13][CH:12]=2)[CH2:6][CH2:5][CH2:4][CH2:3][CH2:2]1.[CH3:18][C:19]1[CH:27]=[CH:26][CH:25]=[C:24]2[C:20]=1[C:21](=[CH:29]O)[C:22](=[O:28])[NH:23]2. No catalyst specified. (2) The reactants are [F:1][C:2]1[CH:7]=[CH:6][C:5]([C:8]2[N:9]=[C:10]3[CH:15]=[C:14]([CH:16]4[CH2:21][CH2:20][N:19](C(OCC5C=CC=CC=5)=O)[CH2:18][CH2:17]4)[CH:13]=[CH:12][N:11]3[C:32]=2[C:33]2[CH:38]=[CH:37][N:36]=[CH:35][N:34]=2)=[CH:4][CH:3]=1.C1(S)C=CC=CC=1.I[Si](C)(C)C. The catalyst is C(#N)C. The product is [F:1][C:2]1[CH:3]=[CH:4][C:5]([C:8]2[N:9]=[C:10]3[CH:15]=[C:14]([CH:16]4[CH2:21][CH2:20][NH:19][CH2:18][CH2:17]4)[CH:13]=[CH:12][N:11]3[C:32]=2[C:33]2[CH:38]=[CH:37][N:36]=[CH:35][N:34]=2)=[CH:6][CH:7]=1. The yield is 0.940. (3) The product is [N+:1]([C:4]1[CH:5]=[C:6]([C:14]2[CH2:19][CH2:18][NH:17][CH2:16][CH:15]=2)[CH:7]=[C:8]([C:10]([F:11])([F:12])[F:13])[CH:9]=1)([O-:3])=[O:2]. The catalyst is ClCCl. The yield is 1.00. The reactants are [N+:1]([C:4]1[CH:5]=[C:6]([C:14]2[CH2:19][CH2:18][N:17](C(OC(C)(C)C)=O)[CH2:16][CH:15]=2)[CH:7]=[C:8]([C:10]([F:13])([F:12])[F:11])[CH:9]=1)([O-:3])=[O:2].FC(F)(F)C(O)=O.C([O-])(O)=O.[Na+]. (4) The reactants are C(O[BH-](OC(=O)C)OC(=O)C)(=O)C.[Na+].[C:15]([O:19][C:20](=[O:27])[NH:21][C:22]([CH3:26])([CH3:25])[CH:23]=O)([CH3:18])([CH3:17])[CH3:16].[CH2:28]([O:35][C:36]1[CH:42]=[CH:41][CH:40]=[CH:39][C:37]=1[NH2:38])[C:29]1[CH:34]=[CH:33][CH:32]=[CH:31][CH:30]=1.C(O)(=O)C.C(=O)(O)[O-].[Na+]. The catalyst is C(Cl)Cl. The product is [C:15]([O:19][C:20](=[O:27])[NH:21][C:22]([CH3:26])([CH3:25])[CH2:23][NH:38][C:37]1[CH:39]=[CH:40][CH:41]=[CH:42][C:36]=1[O:35][CH2:28][C:29]1[CH:30]=[CH:31][CH:32]=[CH:33][CH:34]=1)([CH3:18])([CH3:17])[CH3:16]. The yield is 0.910. (5) The reactants are [NH2:1][C:2]1[N:3]=[N:4][C:5]([Cl:8])=[CH:6][CH:7]=1.CO[CH:11](OC)[N:12]([CH3:14])[CH3:13]. No catalyst specified. The product is [Cl:8][C:5]1[N:4]=[N:3][C:2]([N:1]=[CH:11][N:12]([CH3:14])[CH3:13])=[CH:7][CH:6]=1. The yield is 0.810.